Predict the reactants needed to synthesize the given product. From a dataset of Full USPTO retrosynthesis dataset with 1.9M reactions from patents (1976-2016). (1) Given the product [Cl:17][C:9]1[CH:8]=[CH:7][C:6]([C:4]([OH:5])=[O:3])=[C:11]2[C:10]=1[O:14][CH:13]([O:15][CH3:16])[CH2:12]2, predict the reactants needed to synthesize it. The reactants are: C([O:3][C:4]([C:6]1[CH:7]=[CH:8][C:9]([Cl:17])=[C:10]2[O:14][CH:13]([O:15][CH3:16])[CH2:12][C:11]=12)=[O:5])C.[OH-].[Na+]. (2) Given the product [C:13]([C:12]1[CH:11]=[CH:10][C:4]([C:5]([O:7][CH2:8][CH3:9])=[O:6])=[CH:3][C:2]=1[NH:26][CH:23]([CH2:24][CH3:25])[CH2:22][CH3:21])#[N:14], predict the reactants needed to synthesize it. The reactants are: Br[C:2]1[CH:3]=[C:4]([CH:10]=[CH:11][C:12]=1[C:13]#[N:14])[C:5]([O:7][CH2:8][CH3:9])=[O:6].C(=O)([O-])[O-].[Cs+].[Cs+].[CH3:21][CH2:22][CH:23]([NH2:26])[CH2:24][CH3:25].CC1(C)C2C(=C(P(C3C=CC=CC=3)C3C=CC=CC=3)C=CC=2)OC2C(P(C3C=CC=CC=3)C3C=CC=CC=3)=CC=CC1=2. (3) Given the product [NH3:7].[CH3:17][OH:18].[CH3:22][N:23]([CH3:28])[CH2:24][CH2:25][N:26]([CH3:27])[C:2]1[N:7]=[CH:6][C:5]([C:8]2[N:12]3[CH:13]=[CH:14][CH:15]=[CH:16][C:11]3=[N:10][C:9]=2[C:17]([O:19][CH2:20][CH3:21])=[O:18])=[CH:4][CH:3]=1, predict the reactants needed to synthesize it. The reactants are: F[C:2]1[N:7]=[CH:6][C:5]([C:8]2[N:12]3[CH:13]=[CH:14][CH:15]=[CH:16][C:11]3=[N:10][C:9]=2[C:17]([O:19][CH2:20][CH3:21])=[O:18])=[CH:4][CH:3]=1.[CH3:22][N:23]([CH3:28])[CH2:24][CH2:25][NH:26][CH3:27].